Regression. Given a peptide amino acid sequence and an MHC pseudo amino acid sequence, predict their binding affinity value. This is MHC class II binding data. From a dataset of Peptide-MHC class II binding affinity with 134,281 pairs from IEDB. (1) The peptide sequence is ETALKKAITAMSE. The MHC is HLA-DPA10201-DPB10501 with pseudo-sequence HLA-DPA10201-DPB10501. The binding affinity (normalized) is 0.321. (2) The peptide sequence is LVGPTPANIIGRNLLTQIGC. The MHC is DRB1_1101 with pseudo-sequence DRB1_1101. The binding affinity (normalized) is 0.0690. (3) The peptide sequence is IKGTAPFETHANRIV. The MHC is DRB1_1501 with pseudo-sequence DRB1_1501. The binding affinity (normalized) is 0.242. (4) The peptide sequence is LGQQQPFPPQQPYPQPQ. The MHC is HLA-DPA10103-DPB10401 with pseudo-sequence HLA-DPA10103-DPB10401. The binding affinity (normalized) is 0.287. (5) The peptide sequence is IQARAAALAFEQAYA. The MHC is DRB3_0202 with pseudo-sequence DRB3_0202. The binding affinity (normalized) is 0.171.